From a dataset of Experimentally validated miRNA-target interactions with 360,000+ pairs, plus equal number of negative samples. Binary Classification. Given a miRNA mature sequence and a target amino acid sequence, predict their likelihood of interaction. (1) The miRNA is hsa-miR-372-3p with sequence AAAGUGCUGCGACAUUUGAGCGU. The protein sequence of the target gene is MGLLDSEPGSVLNVVSTALNDTVEFYRWTWSIADKRVENWPLMQSPWPTLSISTLYLLFVWLGPKWMKDREPFQMRLVLIIYNFGMVLLNLFIFRELFMGSYNAGYSYICQSVDYSNNVHEVRIAAALWWYFVSKGVEYLDTVFFILRKKNNQVSFLHVYHHCTMFTLWWIGIKWVAGGQAFFGAQLNSFIHVIMYSYYGLTAFGPWIQKYLWWKRYLTMLQLIQFHVTIGHTALSLYTDCPFPKWMHWALIAYAISFIFLFLNFYIRTYKEPKKPKAGKTAMNGISANGVSKSEKQLMI.... Result: 0 (no interaction). (2) The miRNA is mmu-miR-7b-5p with sequence UGGAAGACUUGUGAUUUUGUUGUU. The protein sequence of the target gene is MNPVYSPGSSGVPYANAKGIGYPAGFPVGYAAAPAYSPNMYPGANPTFQTGYTPGTPYKVSCSPTSGAVPPYSSSPNPYQTAVYPVRSAYPQQSPYAQQGTYYTQPLYAAPPHVIHHTTVVQPNGMPATVYPAPIPPPRGSGVTMGMVAGTTMAMSAGTLLTAHSPTPVAPHPVTVPTYRAPGTPTYSYVPPQW. Result: 1 (interaction). (3) The miRNA is hsa-miR-6890-3p with sequence CCACUGCCUAUGCCCCACAG. The protein sequence of the target gene is MFKKFDEKENVSNCIQLKTSVIKGIKNQLIEQFPGIEPWLNQIMPKKDPVKIVRCHEHIEILTVNGELLFFRQREGPFYPTLRLLHKYPFILPHQQVDKGAIKFVLSGANIMCPGLTSPGAKLYPAAVDTIVAIMAEGKQHALCVGVMKMSAEDIEKVNKGIGIENIHYLNDGLWHMKTYK. Result: 1 (interaction). (4) The miRNA is hsa-miR-3150b-3p with sequence UGAGGAGAUCGUCGAGGUUGG. Result: 0 (no interaction). The protein sequence of the target gene is MSSYLEYVSCSSSGGVGGDVLSLAPKFCRSDARPVALQPAFPLGNGDGAFVSCLPLAAARPSPSPPAAPARPSVPPPAAPQYAQCTLEGAYEPGAAPAAAAGGADYGFLGSGPAYDFPGVLGRAADDGGSHVHYATSAVFSGGGSFLLSGQVDYAAFGEPGPFPACLKASADGHPGAFQTASPAPGTYPKSVSPASGLPAAFSTFEWMKVKRNASKKGKLAEYGAASPSSAIRTNFSTKQLTELEKEFHFNKYLTRARRIEIANCLHLNDTQVKIWFQNRRMKQKKREREGLLATAIPVA.... (5) The miRNA is hsa-miR-548x-5p with sequence UGCAAAAGUAAUUGCAGUUUUUG. The protein sequence of the target gene is MGAWISRTRVPTPEPDPQEVLDLSRLPPELLLLVLSHVPPRTLLMHCRRVCRAWRALVDGQALWLLLLARDHSAAGRALLTLARRCLPPAHEDTPCPLGQFCALRPLGRNLISNPCGQEGLRKWMVRHGGDGWVVEKNRKPVPGAPSQTCFVTSFSWCRKKQVVDLVEKGLWPELLDSGGVEIAVSDWWGARHDSGCKYRLFVTLLDAHQNVIDKFSAVPDPIEQWNNDIYLQVTHVFSGIRRGIRFVSFEHWGQDTQFWAGHYGARVTNSSVIIRVCQS. Result: 0 (no interaction). (6) The miRNA is hsa-miR-211-3p with sequence GCAGGGACAGCAAAGGGGUGC. The protein sequence of the target gene is MEDPRRRTTAPRAKKPSAKRAPTQPSRTRAHAESCGPQRGARSRRAERDGDTTEKPRAPGPRVHPARATELTKDAQPSAMDAAGATARPAVRVPQQQAILDPELPAVREPQPPADPEARKVVRGPSHRRGARSTGQPRAPRGSRKEPDKLKKVLDKLRLKRKDISEAAETVNKVVERLLRRMQKRESEFKGVEQLNTGSYYEHVKISAPNEFDVMFKLEVPRIELQEYYETGAFYLVKFKRIPRGNPLSHFLEGEVLSATKMLSKFRKIIKEEVKEIKDIDVSVEKEKPGSPAVTLLIRN.... Result: 0 (no interaction). (7) The miRNA is hsa-miR-3161 with sequence CUGAUAAGAACAGAGGCCCAGAU. The protein sequence of the target gene is MIDTLRPVPFASEMAICKTVSWLNEQLELGNERLLLMDCRPQELYESSHIESAINVAIPGIMLRRLQKGNLPVRALFTRCEDRDRFTRRCGTDTVVLYDENSSDWNENTGGESVLGLLLKKLKDEGCRAFYLEGGFSKFQAEFALHCETNLDGSCSSSSPPLPVLGLGGLRISSDSSSDIESDLDRDPNSATDSDGSPLSNSQPSFPVEILPFLYLGCAKDSTNLDVLEEFGIKYILNVTPNLPNLFENAGEFKYKQIPISDHWSQNLSQFFPEAISFIDEARGKNCGVLVHCLAGISRS.... Result: 0 (no interaction). (8) The miRNA is mmu-miR-703 with sequence AAAACCUUCAGAAGGAAAGAA. The protein sequence of the target gene is MDPGVGNALGEGPPAPRPRRRRSLRRLLNRFLLALGSRSRSGDSPPRPPAQPSPYDGDGEGGFACAPGPAPASAGSPGPDRPPGSQPQISSGDGARPPGAQGLKNHGNTCFMNAVVQCLSNTDLLAEFLALGRYRAAPGRAEVTEQLAALVRALWTREYTPQLSAEFKNAVSKYGSQFQGNSQHDALEFLLWLLDRVHEDLEGSAHGLVSEQLPPEVSKISEDLRPSAAPTSLGPSFVQSHFQAQYRSSLTCPHCLKQSNTFDPFLCVSLPIPLRQTRFLSVTLVFPSKSQRFLRVGLAV.... Result: 1 (interaction). (9) The miRNA is hsa-miR-15b-5p with sequence UAGCAGCACAUCAUGGUUUACA. The protein sequence of the target gene is MNFLLSWVHWTLALLLYLHHAKWSQAAPTTEGEQKSHEVIKFMDVYQRSYCRPIETLVDIFQEYPDEIEYIFKPSCVPLMRCAGCCNDEALECVPTSESNITMQIMRIKPHQSQHIGEMSFLQHSRCECRPKKDRTKPEKKSVRGKGKGQKRKRKKSRFKSWSVHCEPCSERRKHLFVQDPQTCKCSCKNTDSRCKARQLELNERTCRCDKPRR. Result: 0 (no interaction).